From a dataset of NCI-60 drug combinations with 297,098 pairs across 59 cell lines. Regression. Given two drug SMILES strings and cell line genomic features, predict the synergy score measuring deviation from expected non-interaction effect. (1) Synergy scores: CSS=31.8, Synergy_ZIP=2.19, Synergy_Bliss=7.18, Synergy_Loewe=9.22, Synergy_HSA=8.69. Drug 1: CS(=O)(=O)C1=CC(=C(C=C1)C(=O)NC2=CC(=C(C=C2)Cl)C3=CC=CC=N3)Cl. Drug 2: CC1=C(C=C(C=C1)NC2=NC=CC(=N2)N(C)C3=CC4=NN(C(=C4C=C3)C)C)S(=O)(=O)N.Cl. Cell line: LOX IMVI. (2) Drug 1: C1C(C(OC1N2C=NC3=C(N=C(N=C32)Cl)N)CO)O. Drug 2: CC(C)(C#N)C1=CC(=CC(=C1)CN2C=NC=N2)C(C)(C)C#N. Cell line: HOP-62. Synergy scores: CSS=28.2, Synergy_ZIP=1.95, Synergy_Bliss=-0.840, Synergy_Loewe=-12.2, Synergy_HSA=-2.55.